Dataset: Forward reaction prediction with 1.9M reactions from USPTO patents (1976-2016). Task: Predict the product of the given reaction. (1) The product is: [CH:1]([O:4][C:5]1[N:10]=[C:9]([C:11]2[CH:12]=[C:13]3[C:17](=[CH:18][CH:19]=2)[NH:16][CH:15]=[C:14]3[C:30]([OH:32])=[O:31])[CH:8]=[N:7][CH:6]=1)([CH3:3])[CH3:2]. Given the reactants [CH:1]([O:4][C:5]1[N:10]=[C:9]([C:11]2[CH:12]=[C:13]3[C:17](=[CH:18][CH:19]=2)[N:16](S(C2C=CC(C)=CC=2)(=O)=O)[CH:15]=[C:14]3[C:30]([OH:32])=[O:31])[CH:8]=[N:7][CH:6]=1)([CH3:3])[CH3:2].[OH-].[Na+], predict the reaction product. (2) Given the reactants Cl.[I:2][C:3]1([CH2:6][C@@H:7]([CH2:16][O:17][Si](C)(C)C(C)(C)C)[O:8][Si](C)(C)C(C)(C)C)[CH2:5][CH2:4]1, predict the reaction product. The product is: [I:2][C:3]1([CH2:6][C@H:7]([OH:8])[CH2:16][OH:17])[CH2:5][CH2:4]1.